From a dataset of Full USPTO retrosynthesis dataset with 1.9M reactions from patents (1976-2016). Predict the reactants needed to synthesize the given product. Given the product [CH3:17][C:7]1[N:6]=[C:5]2[S:18][C:2]([C:36]3[CH:37]=[N:33][NH:34][CH:35]=3)=[C:3]([C:19]3[CH:24]=[CH:23][CH:22]=[C:21]([O:25][CH3:26])[CH:20]=3)[C:4]2=[C:9]([NH:10][S:11]([CH:14]2[CH2:16][CH2:15]2)(=[O:13])=[O:12])[CH:8]=1, predict the reactants needed to synthesize it. The reactants are: Br[C:2]1[S:18][C:5]2=[N:6][C:7]([CH3:17])=[CH:8][C:9]([NH:10][S:11]([CH:14]3[CH2:16][CH2:15]3)(=[O:13])=[O:12])=[C:4]2[C:3]=1[C:19]1[CH:24]=[CH:23][CH:22]=[C:21]([O:25][CH3:26])[CH:20]=1.C([O-])([O-])=O.[K+].[K+].[NH:33]1[CH:37]=[C:36](B(O)O)[CH:35]=[N:34]1.